From a dataset of Catalyst prediction with 721,799 reactions and 888 catalyst types from USPTO. Predict which catalyst facilitates the given reaction. (1) Reactant: [CH3:1][O:2][C:3]1[CH:23]=[CH:22][C:6]([CH2:7][N:8]2[C:17]3[C:12](=[CH:13][C:14](B(O)O)=[CH:15][CH:16]=3)[CH:11]=[CH:10][C:9]2=[O:21])=[CH:5][CH:4]=1.N1C=CC=CC=1.[C:30]([C:34]1[CH:38]=[C:37]([C:39]([O:41][CH2:42][CH3:43])=[O:40])[NH:36][N:35]=1)([CH3:33])([CH3:32])[CH3:31].B(O)O. Product: [CH3:1][O:2][C:3]1[CH:23]=[CH:22][C:6]([CH2:7][N:8]2[C:17]3[C:12](=[CH:13][C:14]([N:36]4[C:37]([C:39]([O:41][CH2:42][CH3:43])=[O:40])=[CH:38][C:34]([C:30]([CH3:31])([CH3:33])[CH3:32])=[N:35]4)=[CH:15][CH:16]=3)[CH:11]=[CH:10][C:9]2=[O:21])=[CH:5][CH:4]=1. The catalyst class is: 749. (2) Reactant: Cl[C:2]1[CH:7]=[CH:6][C:5]([I:8])=[CH:4][N:3]=1.[CH2:9]([NH:11][CH2:12][CH3:13])[CH3:10]. Product: [CH2:9]([N:11]([CH2:12][CH3:13])[C:2]1[CH:7]=[CH:6][C:5]([I:8])=[CH:4][N:3]=1)[CH3:10]. The catalyst class is: 8. (3) Reactant: [Br:1][C:2]1[CH:3]=[C:4]2[C:8](=[C:9]([C:11]([O:13]CC)=[O:12])[CH:10]=1)[NH:7][CH:6]=[C:5]2[CH:16]1[CH2:21][CH2:20][CH2:19][S:18](=[O:23])(=[O:22])[CH2:17]1.CO.[OH-].[Na+]. Product: [Br:1][C:2]1[CH:3]=[C:4]2[C:8](=[C:9]([C:11]([OH:13])=[O:12])[CH:10]=1)[NH:7][CH:6]=[C:5]2[CH:16]1[CH2:21][CH2:20][CH2:19][S:18](=[O:22])(=[O:23])[CH2:17]1. The catalyst class is: 6. (4) Reactant: Br[C:2]1[O:14][C:5]2[N:6]=[CH:7][N:8]=[C:9]([NH:10][CH:11]([CH3:13])[CH3:12])[C:4]=2[C:3]=1[C:15]1[CH:20]=[CH:19][CH:18]=[CH:17][CH:16]=1.CC1(C)C(C)(C)OB([C:29]2[CH:42]=[CH:41][C:32]([O:33][CH2:34][CH2:35][N:36]3[CH2:40][CH2:39][CH2:38][CH2:37]3)=[CH:31][CH:30]=2)O1.C(=O)([O-])[O-].[K+].[K+].COCCOC. Product: [CH:11]([NH:10][C:9]1[C:4]2[C:3]([C:15]3[CH:20]=[CH:19][CH:18]=[CH:17][CH:16]=3)=[C:2]([C:29]3[CH:30]=[CH:31][C:32]([O:33][CH2:34][CH2:35][N:36]4[CH2:37][CH2:38][CH2:39][CH2:40]4)=[CH:41][CH:42]=3)[O:14][C:5]=2[N:6]=[CH:7][N:8]=1)([CH3:13])[CH3:12]. The catalyst class is: 6.